This data is from Experimentally validated miRNA-target interactions with 360,000+ pairs, plus equal number of negative samples. The task is: Binary Classification. Given a miRNA mature sequence and a target amino acid sequence, predict their likelihood of interaction. (1) The miRNA is rno-miR-192-5p with sequence CUGACCUAUGAAUUGACAGCC. The protein sequence of the target gene is MGWLTRIVCLFWGVLLTARANYQNGKNNVPRLKLSYKEMLESNNVITFNGLANSSSYHTFLLDEERSRLYVGAKDHIFSFDLVNIKDFQKIVWPVSYTRRDECKWAGKDILKECANFIKVLKAYNQTHLYACGTGAFHPICTYIEIGHHPEDNIFKLENSHFENGRGKSPYDPKLLTASLLIDGELYSGTAADFMGRDFAIFRTLGHHHPIRTEQHDSRWLNDPKFISAHLISESDNPEDDKVYFFFRENAIDGEHSGKATHARIGQICKNDFGGHRSLVNKWTTFLKARLICSVPGPNG.... Result: 0 (no interaction). (2) The miRNA is hsa-miR-2115-5p with sequence AGCUUCCAUGACUCCUGAUGGA. The protein sequence of the target gene is MPEPGPDAAGTASAQPQPPPPPPPAPKESPFSIKNLLNGDHHRPPPKPQPPPRTLFAPASAAAAAAAAAAAAAKGALEGAAGFALSQVGDLAFPRFEIPAQRFALPAHYLERSPAWWYPYTLTPAGGHLPRPEASEKALLRDSSPASGTDRDSPEPLLKADPDHKELDSKSPDEIILEESDSEESKKEGEAAPGAAGASVGAAAATPGAEDWKKGAESPEKKPACRKKKTRTVFSRSQVFQLESTFDMKRYLSSSERAGLAASLHLTETQVKIWFQNRRNKWKRQLAAELEAANLSHAAA.... Result: 0 (no interaction). (3) The miRNA is mmu-miR-691 with sequence AUUCCUGAAGAGAGGCAGAAAA. The protein sequence of the target gene is MKFLLLSTFIFLYSSLALARDKHYFIGITEAVWDYASGTEEKKLISVDTEQSNFYLQNGPDRIGRKYKKALYFEYTDGTFSKTIDKPAWLGFLGPVIKAEVEDKVYVHLKNLASRIYTFHAHGVTYTKEYEGAVYPDNTTDFQRADDKVLPGQQYVYVLHANEPSPGEGDSNCVTRIYHSHVDAPKDIASGLIGPLILCKKGSLYKEKEKNIDQEFVLMFSVVDENLSWYLEDNIKTFCSEPEKVDKDNEDFQESNRMYSINGYTFGSLPGLSMCAADRVKWYLFGMGNEVDVHSAFFHG.... Result: 0 (no interaction). (4) The miRNA is mmu-miR-466a-5p with sequence UAUGUGUGUGUACAUGUACAUA. The protein sequence of the target gene is MAAYHIRQYQEKDHKRVLELFSSGMKELIPAAIRQMLTLPHSLLLLPGVPVTIVLMSASWLLATLYSFLFLLCLWLIFWISCRNYVAKSLQADLADITKSYLNAHGSFWVAESGDQVVGMVGAQPVKDPPLGKKQMQLFRLSVSSQHRGQGIAKALVRTVLQFARDQGYSDVVLETGSVQHSAQALYQAMGFQKTGQYFVSISKKLMGLSILQFSYSLPFASGPGYSGKYLKKGPIPC. Result: 1 (interaction). (5) The miRNA is mmu-miR-223-3p with sequence UGUCAGUUUGUCAAAUACCCCA. The protein sequence of the target gene is MTLQWAAVATFLYAEIGLILIFCLPFIPPQRWQKIFSFNVWGKIATFWNKAFLTIIILLIVLFLDAVREVRKYSSVHTIEKSSTSRPDAYEHTQMKLFRSQRNLYISGFSLFFWLVLRRLVTLITQLAKELSNKGVLKTQAENTNKAAKKFMEENEKLKRILKSHGKDEECVLEAENKKLVEDQEKLKTELRKTSDALSKAQNDVMEMKMQSERLSKEYDQLLKEHSELQDRLERGNKKRL. Result: 0 (no interaction). (6) The miRNA is hsa-miR-8070 with sequence AUGUGAUUGACGGCUGACUCCA. The protein sequence of the target gene is MVTGVTAANMTNVLGTAVVPAQLKETPLKSDRRSNKPIMEKRRRARINNCLNELKTLILDATKKDPARHSKLEKADILEKTVKHLQELQRQQAAMQQAADPKIVNKFKAGFADCVNEVSRFPGIEPAQRRRLLQHLSNCINGVKTELHQQQRQQQQQSIHAQMLPSPPSSPEQDSQQGAAAPYLFGIQQTASGYFLPNGMQVIPTKLPNGSIALVLPQSLPQQQQQQLLQHQQQQQQLAVAAAAAAAAAAQQQPMLVSMPQRTASTGSASSHSSAGYESAPGSSSSCSYAPPSPANSSYE.... Result: 0 (no interaction). (7) The miRNA is dre-miR-10a-5p with sequence UACCCUGUAGAUCCGAAUUUGU. The protein sequence of the target gene is MDPTAGSKKEPGGGAATEEGVNRIAVPKPPSIEEFSIVKPISRGAFGKVYLGQKGGKLYAVKVVKKADMINKNMTHQVQAERDALALSKSPFIVHLYYSLQSANNVYLVMEYLIGGDVKSLLHIYGYFDEEMAVKYISEVALALDYLHRHGIIHRDLKPDNMLISNEGHIKLTDFGLSKVTLNRDINMMDILTTPSMAKPRQDYSRTPGQVLSLISSLGFNTPIAEKNQDPANILSACLSETSQLSQGLVCPMSVDQKDTTPYSSKLLKSCLETVASNPGMPVKCLTSNLLQSRKRLATS.... Result: 0 (no interaction). (8) The miRNA is hsa-miR-4699-5p with sequence AGAAGAUUGCAGAGUAAGUUCC. The protein sequence of the target gene is MDTKEEKKEQKERKQSYFARLKKKKQAKQNAEIVSAASSKSRSGKDDANSDILEQDKFNVTAEGDHSTDDKKKRKSNQLKEIRRTELKRYYSVDDNQNKTHDKKEKKMMVQKPQGTMEYTAGSQDTLNSVALKFNVTPNKLVELNKLFTHTIVPGQVLFVPDANISSSTIQLSSSTPGATVSPSSSDAEYDKLPDADLARKALKPIERVLSSTSEEDEPGVVKFLKMNCRYFTDGKGVVGGVMIVTPNNIMFDPHKSDPLVIENGCEEYGLICPMEEVVSIALYSDISHMKIKDALPSDL.... Result: 0 (no interaction). (9) The protein sequence of the target gene is MARPVRGGLGAPRRSPCLLLLWLLLLRLEPVTAAAGPRAPCAAACTCAGDSLDCGGRGLAALPGDLPSWTRSLNLSYNKLSEIDPAGFEDLPNLQEVYLNNNELTAVPSLGAASSHVVSLFLQHNKIRSVEGSQLKAYLSLEVLDLSLNNITEVRNTCFPHGPPIKELNLAGNRIGTLELGAFDGLSRSLLTLRLSKNRITQLPVRAFKLPRLTQLDLNRNRIRLIEGLTFQGLNSLEVLKLQRNNISKLTDGAFWGLSKMHVLHLEYNSLVEVNSGSLYGLTALHQLHLSNNSIARIHR.... The miRNA is hsa-miR-4639-5p with sequence UUGCUAAGUAGGCUGAGAUUGA. Result: 0 (no interaction). (10) The miRNA is hsa-miR-6847-3p with sequence GGCUCAUGUGUCUGUCCUCUUC. The protein sequence of the target gene is MASHEVDNAELGSASAHGTPGSEAGPEELNTSVYQPIDGSPDYQKAKLQVLGAIQILNAAMILALGVFLGSLQYPYHFQKHFFFFTFYTGYPIWGAVFFCSSGTLSVVAGIKPTRTWIQNSFGMNIASATIALVGTAFLSLNIAVNIQSLRSCHSSSESPDLCNYMGSISNGMVSLLLILTLLELCVTISTIAMWCNANCCNSREEISSPPNSV. Result: 0 (no interaction).